Dataset: NCI-60 drug combinations with 297,098 pairs across 59 cell lines. Task: Regression. Given two drug SMILES strings and cell line genomic features, predict the synergy score measuring deviation from expected non-interaction effect. (1) Drug 1: CC1CCC2CC(C(=CC=CC=CC(CC(C(=O)C(C(C(=CC(C(=O)CC(OC(=O)C3CCCCN3C(=O)C(=O)C1(O2)O)C(C)CC4CCC(C(C4)OC)O)C)C)O)OC)C)C)C)OC. Drug 2: C1=NC(=NC(=O)N1C2C(C(C(O2)CO)O)O)N. Cell line: COLO 205. Synergy scores: CSS=48.5, Synergy_ZIP=-1.45, Synergy_Bliss=-0.679, Synergy_Loewe=-0.0254, Synergy_HSA=1.48. (2) Synergy scores: CSS=-12.0, Synergy_ZIP=3.04, Synergy_Bliss=-1.96, Synergy_Loewe=-9.53, Synergy_HSA=-9.05. Drug 1: COC1=NC(=NC2=C1N=CN2C3C(C(C(O3)CO)O)O)N. Drug 2: CC12CCC3C(C1CCC2OP(=O)(O)O)CCC4=C3C=CC(=C4)OC(=O)N(CCCl)CCCl.[Na+]. Cell line: SK-OV-3. (3) Drug 1: C1=CN(C(=O)N=C1N)C2C(C(C(O2)CO)O)O.Cl. Drug 2: C#CCC(CC1=CN=C2C(=N1)C(=NC(=N2)N)N)C3=CC=C(C=C3)C(=O)NC(CCC(=O)O)C(=O)O. Cell line: SK-OV-3. Synergy scores: CSS=22.2, Synergy_ZIP=-3.43, Synergy_Bliss=-6.38, Synergy_Loewe=-13.3, Synergy_HSA=-6.64. (4) Cell line: OVCAR-4. Drug 1: C1C(C(OC1N2C=C(C(=O)NC2=O)F)CO)O. Synergy scores: CSS=0.432, Synergy_ZIP=-3.09, Synergy_Bliss=-0.554, Synergy_Loewe=-12.0, Synergy_HSA=-0.545. Drug 2: CCN(CC)CCNC(=O)C1=C(NC(=C1C)C=C2C3=C(C=CC(=C3)F)NC2=O)C. (5) Drug 1: C#CCC(CC1=CN=C2C(=N1)C(=NC(=N2)N)N)C3=CC=C(C=C3)C(=O)NC(CCC(=O)O)C(=O)O. Drug 2: C(CCl)NC(=O)N(CCCl)N=O. Cell line: SNB-75. Synergy scores: CSS=2.72, Synergy_ZIP=-0.934, Synergy_Bliss=-2.20, Synergy_Loewe=1.89, Synergy_HSA=-2.06. (6) Drug 1: CN(C)N=NC1=C(NC=N1)C(=O)N. Drug 2: CC(C)(C#N)C1=CC(=CC(=C1)CN2C=NC=N2)C(C)(C)C#N. Cell line: HCT116. Synergy scores: CSS=5.64, Synergy_ZIP=-1.86, Synergy_Bliss=3.46, Synergy_Loewe=4.60, Synergy_HSA=4.14.